From a dataset of Full USPTO retrosynthesis dataset with 1.9M reactions from patents (1976-2016). Predict the reactants needed to synthesize the given product. The reactants are: [CH3:1][O:2][C:3]1[CH:8]=[C:7]([CH3:9])[CH:6]=[CH:5][C:4]=1[C:10]([CH3:24])([CH3:23])[CH2:11][C:12]([OH:22])([C:15]([F:21])([F:20])[C:16]([F:19])([F:18])[F:17])[CH:13]=O.[NH2:25][C:26]1[CH:35]=[CH:34][CH:33]=[C:32]2[C:27]=1[CH:28]=[CH:29][C:30](=[O:36])[NH:31]2. Given the product [OH:22][C:12]1([C:15]([F:20])([F:21])[C:16]([F:18])([F:19])[F:17])[CH2:11][C:10]([CH3:23])([CH3:24])[C:4]2[C:5](=[CH:6][C:7]([CH3:9])=[CH:8][C:3]=2[O:2][CH3:1])[CH:13]1[NH:25][C:26]1[CH:35]=[CH:34][CH:33]=[C:32]2[C:27]=1[CH:28]=[CH:29][C:30](=[O:36])[NH:31]2, predict the reactants needed to synthesize it.